Dataset: Forward reaction prediction with 1.9M reactions from USPTO patents (1976-2016). Task: Predict the product of the given reaction. (1) Given the reactants [C:1]([N:8]1[CH2:13][CH2:12][CH:11](O)[CH2:10][CH2:9]1)([O:3][C:4]([CH3:7])([CH3:6])[CH3:5])=[O:2].C1(P(C2C=CC=CC=2)C2C=CC=CC=2)C=CC=CC=1.N(C(OC(C)(C)C)=O)=NC(OC(C)(C)C)=O.[N+:50]([C:53]1[CH:54]=[N:55][NH:56][CH:57]=1)([O-:52])=[O:51], predict the reaction product. The product is: [N+:50]([C:53]1[CH:54]=[N:55][N:56]([CH:11]2[CH2:12][CH2:13][N:8]([C:1]([O:3][C:4]([CH3:7])([CH3:6])[CH3:5])=[O:2])[CH2:9][CH2:10]2)[CH:57]=1)([O-:52])=[O:51]. (2) Given the reactants [CH2:1]([O:3][CH:4]([O:8][CH2:9][CH3:10])[C@@H:5]([NH2:7])[CH3:6])[CH3:2].[N:11]1[C:20]2[CH:19]=[CH:18][CH:17]=[C:16]([CH:21]=O)[C:15]=2[N:14]=[CH:13][CH:12]=1, predict the reaction product. The product is: [CH2:1]([O:3][CH:4]([O:8][CH2:9][CH3:10])[C@@H:5]([NH:7][CH2:21][C:16]1[CH:17]=[CH:18][CH:19]=[C:20]2[C:15]=1[N:14]=[CH:13][CH:12]=[N:11]2)[CH3:6])[CH3:2]. (3) The product is: [F:14][C:12]([F:15])([F:13])[CH:11]([NH:10][C:8]1[CH:7]=[CH:6][CH:5]=[C:4]2[C:9]=1[N:1]([CH2:35][C:36]([NH2:38])=[O:37])[CH:2]=[CH:3]2)[C:16]1[CH:17]=[C:18]2[C:22](=[CH:23][CH:24]=1)[N:21]([C:25]1[CH:30]=[CH:29][C:28]([F:31])=[CH:27][CH:26]=1)[N:20]=[CH:19]2. Given the reactants [NH:1]1[C:9]2[C:4](=[CH:5][CH:6]=[CH:7][C:8]=2[NH:10][CH:11]([C:16]2[CH:17]=[C:18]3[C:22](=[CH:23][CH:24]=2)[N:21]([C:25]2[CH:30]=[CH:29][C:28]([F:31])=[CH:27][CH:26]=2)[N:20]=[CH:19]3)[C:12]([F:15])([F:14])[F:13])[CH:3]=[CH:2]1.[OH-].[K+].I[CH2:35][C:36]([NH2:38])=[O:37], predict the reaction product.